Dataset: Ames mutagenicity test results for genotoxicity prediction. Task: Regression/Classification. Given a drug SMILES string, predict its toxicity properties. Task type varies by dataset: regression for continuous values (e.g., LD50, hERG inhibition percentage) or binary classification for toxic/non-toxic outcomes (e.g., AMES mutagenicity, cardiotoxicity, hepatotoxicity). Dataset: ames. (1) The drug is C1CCCNCC1. The result is 0 (non-mutagenic). (2) The compound is C=Cc1ccccn1. The result is 0 (non-mutagenic). (3) The drug is COC1(NC(=O)CSCC(N)C(=O)O)C(=O)N2C(C(=O)O)=C(CSc3nnnn3C)CSC21. The result is 0 (non-mutagenic). (4) The compound is CN1CCNCC1. The result is 0 (non-mutagenic).